This data is from Catalyst prediction with 721,799 reactions and 888 catalyst types from USPTO. The task is: Predict which catalyst facilitates the given reaction. (1) Reactant: CO[C:3]([C:5]1[NH:6][C:7]2[C:12]([CH:13]=1)=[CH:11][C:10]([O:14][CH3:15])=[CH:9][CH:8]=2)=[O:4].O[NH:17][C:18](=[NH:20])[CH3:19].C(=O)([O-])[O-].[K+].[K+]. Product: [CH3:15][O:14][C:10]1[CH:11]=[C:12]2[C:7](=[CH:8][CH:9]=1)[NH:6][C:5]([C:3]1[O:4][N:20]=[C:18]([CH3:19])[N:17]=1)=[CH:13]2. The catalyst class is: 11. (2) Reactant: Cl.[NH2:2][C@H:3]([C:5]1[C:6](=[O:16])[NH:7][C:8]2[C:13]([CH:14]=1)=[CH:12][C:11]([Cl:15])=[CH:10][CH:9]=2)[CH3:4].F[C:18]1[C:23]([F:24])=[C:22]([I:25])[CH:21]=[CH:20][N:19]=1.C([O-])([O-])=O.[K+].[K+]. Product: [Cl:15][C:11]1[CH:12]=[C:13]2[C:8](=[CH:9][CH:10]=1)[NH:7][C:6](=[O:16])[C:5]([C@@H:3]([NH:2][C:18]1[C:23]([F:24])=[C:22]([I:25])[CH:21]=[CH:20][N:19]=1)[CH3:4])=[CH:14]2. The catalyst class is: 16. (3) Reactant: [SH:1][C:2]1[NH:3][C:4]2[CH:10]=[CH:9][CH:8]=[CH:7][C:5]=2[N:6]=1.Br[CH2:12][C:13]([O:15][CH2:16][CH3:17])=[O:14].C(=O)([O-])[O-].[K+].[K+]. Product: [CH2:16]([O:15][C:13](=[O:14])[CH2:12][S:1][C:2]1[NH:6][C:5]2[CH:7]=[CH:8][CH:9]=[CH:10][C:4]=2[N:3]=1)[CH3:17]. The catalyst class is: 8. (4) Reactant: [N:1]1([CH:14]2[CH2:19][CH2:18][C:17](=[O:20])[CH2:16][CH2:15]2)[C:12]2=[C:13]3[C:8](=[CH:9][CH:10]=[CH:11]2)[CH:7]=[N:6][CH:5]=[C:4]3[CH2:3][CH2:2]1.C(O)(=O)C. Product: [N:1]1([CH:14]2[CH2:15][CH2:16][C:17](=[O:20])[CH2:18][CH2:19]2)[C:12]2=[C:13]3[C:8](=[CH:9][CH:10]=[CH:11]2)[CH:7]=[N:6][CH:5]=[C:4]3[CH2:3][CH2:2]1.[CH2:7]([NH2:6])[C:8]1[CH:13]=[CH:12][CH:11]=[CH:10][CH:9]=1. The catalyst class is: 26. (5) Reactant: [Br:1][C:2]1[C:7]2[S:8][CH:9]=[CH:10][C:6]=2[C:5]([Cl:11])=[C:4]([C:12]([O:14]C)=[O:13])[CH:3]=1.[OH-].[Na+]. Product: [Br:1][C:2]1[C:7]2[S:8][CH:9]=[CH:10][C:6]=2[C:5]([Cl:11])=[C:4]([C:12]([OH:14])=[O:13])[CH:3]=1. The catalyst class is: 14. (6) Reactant: [OH:1][CH2:2][CH2:3][N:4]1[CH:8]=[C:7]([CH2:9][NH:10][C:11](=[O:21])[CH2:12][N:13]2[CH:17]=[CH:16][N:15]=[C:14]2[N+:18]([O-:20])=[O:19])[N:6]=[N:5]1.[O:22](S(C1C=CC(C)=CC=1)(=O)=O)[S:23]([C:26]1[CH:32]=[CH:31][C:29]([CH3:30])=[CH:28][CH:27]=1)(=O)=[O:24]. Product: [CH3:30][C:29]1[CH:31]=[CH:32][C:26]([S:23]([O:1][CH2:2][CH2:3][N:4]2[CH:8]=[C:7]([CH2:9][NH:10][C:11](=[O:21])[CH2:12][N:13]3[CH:17]=[CH:16][N:15]=[C:14]3[N+:18]([O-:20])=[O:19])[N:6]=[N:5]2)(=[O:24])=[O:22])=[CH:27][CH:28]=1. The catalyst class is: 2. (7) Reactant: [CH3:1][C:2]([CH3:7])([CH3:6])[C:3](Cl)=[O:4].[NH2:8][C:9]1[CH:14]=[CH:13][CH:12]=[C:11]([F:15])[C:10]=1[CH2:16][OH:17].CCN(C(C)C)C(C)C. Product: [F:15][C:11]1[C:10]([CH2:16][OH:17])=[C:9]([NH:8][C:3](=[O:4])[C:2]([CH3:7])([CH3:6])[CH3:1])[CH:14]=[CH:13][CH:12]=1. The catalyst class is: 2.